The task is: Predict the reaction yield, written as a fraction of the theoretical maximum amount of product (1.0 means a 100% yield; for example, 0.34 means a 34% yield).. This data is from Reaction yield outcomes from USPTO patents with 853,638 reactions. (1) The reactants are Cl[CH2:2][CH2:3][CH2:4][S:5]([N:8]([CH3:58])[C:9]1[CH:57]=[CH:56][CH:55]=[CH:54][C:10]=1[CH2:11][NH:12][C:13]1[C:18]2[C:19]([C:30]([NH2:32])=[O:31])=[N:20][N:21]([CH2:22][O:23][CH2:24][CH2:25][Si:26]([CH3:29])([CH3:28])[CH3:27])[C:17]=2[CH:16]=[C:15]([C:33]2[CH:38]=[C:37]([F:39])[C:36]([O:40][CH2:41][O:42][CH2:43][CH2:44][Si:45]([CH3:48])([CH3:47])[CH3:46])=[CH:35][C:34]=2[CH2:49][C:50]([F:53])([F:52])[F:51])[N:14]=1)(=[O:7])=[O:6].[NH:59]1[CH2:64][CH2:63][O:62][CH2:61][CH2:60]1. The catalyst is CCO. The product is [F:39][C:37]1[C:36]([O:40][CH2:41][O:42][CH2:43][CH2:44][Si:45]([CH3:46])([CH3:47])[CH3:48])=[CH:35][C:34]([CH2:49][C:50]([F:51])([F:53])[F:52])=[C:33]([C:15]2[N:14]=[C:13]([NH:12][CH2:11][C:10]3[CH:54]=[CH:55][CH:56]=[CH:57][C:9]=3[N:8]([CH3:58])[S:5]([CH2:4][CH2:3][CH2:2][N:59]3[CH2:64][CH2:63][O:62][CH2:61][CH2:60]3)(=[O:6])=[O:7])[C:18]3[C:19]([C:30]([NH2:32])=[O:31])=[N:20][N:21]([CH2:22][O:23][CH2:24][CH2:25][Si:26]([CH3:28])([CH3:29])[CH3:27])[C:17]=3[CH:16]=2)[CH:38]=1. The yield is 0.800. (2) The reactants are [N:1]1([C:7]2[C:8]3[S:15][C:14]([C:16]4[CH:17]=[N:18][N:19]([CH2:21][CH2:22][N:23]5[CH2:28][CH2:27][O:26][CH2:25][CH2:24]5)[CH:20]=4)=[CH:13][C:9]=3[N:10]=[CH:11][N:12]=2)[CH2:6][CH2:5][NH:4][CH2:3][CH2:2]1.[F:29][C:30]1[CH:35]=[CH:34][C:33]([CH2:36][N:37]=[C:38]=[O:39])=[CH:32][CH:31]=1.C(N(CC)C(C)C)(C)C. The catalyst is C(#N)C. The product is [F:29][C:30]1[CH:31]=[CH:32][C:33]([CH2:36][NH:37][C:38]([N:4]2[CH2:5][CH2:6][N:1]([C:7]3[C:8]4[S:15][C:14]([C:16]5[CH:17]=[N:18][N:19]([CH2:21][CH2:22][N:23]6[CH2:24][CH2:25][O:26][CH2:27][CH2:28]6)[CH:20]=5)=[CH:13][C:9]=4[N:10]=[CH:11][N:12]=3)[CH2:2][CH2:3]2)=[O:39])=[CH:34][CH:35]=1. The yield is 0.630. (3) The reactants are Br[C:2]1[S:6][C:5]([C:7]2[CH:12]=[CH:11][N:10]=[CH:9][CH:8]=2)=[N:4][C:3]=1[CH2:13][C:14]1[CH:19]=[CH:18][C:17]([Cl:20])=[CH:16][CH:15]=1.C([Sn](CCCC)(CCCC)[C:26]1[NH:30][N:29]=[C:28]([C:31]([O:33][CH2:34][CH3:35])=[O:32])[CH:27]=1)CCC.[Cl-].[Li+]. The catalyst is O1CCOCC1.C(OCC)(=O)C.C1C=CC([P]([Pd]([P](C2C=CC=CC=2)(C2C=CC=CC=2)C2C=CC=CC=2)([P](C2C=CC=CC=2)(C2C=CC=CC=2)C2C=CC=CC=2)[P](C2C=CC=CC=2)(C2C=CC=CC=2)C2C=CC=CC=2)(C2C=CC=CC=2)C2C=CC=CC=2)=CC=1.[Cu]I. The product is [Cl:20][C:17]1[CH:18]=[CH:19][C:14]([CH2:13][C:3]2[N:4]=[C:5]([C:7]3[CH:12]=[CH:11][N:10]=[CH:9][CH:8]=3)[S:6][C:2]=2[C:26]2[NH:30][N:29]=[C:28]([C:31]([O:33][CH2:34][CH3:35])=[O:32])[CH:27]=2)=[CH:15][CH:16]=1. The yield is 0.120. (4) The reactants are Br[C:2]1[CH:3]=[N:4][CH:5]=[CH:6][CH:7]=1.[CH3:8][C@@H:9]([OH:13])[CH2:10][CH:11]=[CH2:12].C(N(CC)CC)C.C(#N)C. The catalyst is O.C([O-])(=O)C.[Pd+2].C([O-])(=O)C.C1(C)C=CC=CC=1P(C1C=CC=CC=1C)C1C=CC=CC=1C. The product is [N:4]1[CH:5]=[CH:6][CH:7]=[C:2](/[CH:12]=[CH:11]/[CH2:10][C@H:9]([OH:13])[CH3:8])[CH:3]=1. The yield is 0.652. (5) The reactants are [CH3:1][C:2]([OH:6])([C:4]#[CH:5])[CH3:3].[Li]CCCC.[N+:12]([C:15]1[CH:22]=[CH:21][C:18]([CH:19]=[O:20])=[CH:17][CH:16]=1)([O-:14])=[O:13]. The catalyst is C1COCC1. The product is [CH3:1][C:2]([OH:6])([CH3:3])[C:4]#[C:5][CH:19]([C:18]1[CH:17]=[CH:16][C:15]([N+:12]([O-:14])=[O:13])=[CH:22][CH:21]=1)[OH:20]. The yield is 0.650.